This data is from Reaction yield outcomes from USPTO patents with 853,638 reactions. The task is: Predict the reaction yield, written as a fraction of the theoretical maximum amount of product (1.0 means a 100% yield; for example, 0.34 means a 34% yield). (1) The reactants are [CH2:1]([O:3][C:4](=[O:13])[C:5]1[CH:10]=[CH:9][C:8]([OH:11])=[CH:7][C:6]=1[F:12])[CH3:2].C(C1C=C(C)C=C(C(C)(C)C)N=1)(C)(C)C.[F:29][C:30]([F:43])([F:42])[S:31](O[S:31]([C:30]([F:43])([F:42])[F:29])(=[O:33])=[O:32])(=[O:33])=[O:32].C(OCC)(=O)C. The catalyst is ClCCl.CCCCCC. The product is [CH2:1]([O:3][C:4](=[O:13])[C:5]1[CH:10]=[CH:9][C:8]([O:11][S:31]([C:30]([F:43])([F:42])[F:29])(=[O:33])=[O:32])=[CH:7][C:6]=1[F:12])[CH3:2]. The yield is 0.850. (2) The reactants are [CH3:1][O:2][C:3]1[CH:17]=[C:16]([O:18][CH3:19])[CH:15]=[CH:14][C:4]=1[CH2:5][NH:6][C:7](=[O:13])[O:8][C:9]([CH3:12])([CH3:11])[CH3:10].C([Li])CCC.Cl[CH2:26][O:27][CH3:28]. The catalyst is C1COCC1. The product is [CH3:1][O:2][C:3]1[CH:17]=[C:16]([O:18][CH3:19])[CH:15]=[CH:14][C:4]=1[CH2:5][N:6]([CH2:26][O:27][CH3:28])[C:7](=[O:13])[O:8][C:9]([CH3:12])([CH3:11])[CH3:10]. The yield is 1.04. (3) The reactants are [O:1]=[C:2]1[CH2:7][CH2:6][N:5]([C:8]([O:10][C:11]([CH3:14])([CH3:13])[CH3:12])=[O:9])[CH2:4][CH2:3]1.C(N(CC)CC)C.Cl[Si:23]([CH3:26])([CH3:25])[CH3:24].C(=O)(O)[O-].[Na+]. The catalyst is CN(C=O)C. The product is [CH3:24][Si:23]([CH3:26])([CH3:25])[O:1][C:2]1[CH2:7][CH2:6][N:5]([C:8]([O:10][C:11]([CH3:14])([CH3:13])[CH3:12])=[O:9])[CH2:4][CH:3]=1. The yield is 0.930. (4) The reactants are [Si:1]([O:8][CH:9]([C:22]1[O:23][CH:24]=[C:25](I)[N:26]=1)[CH2:10][CH2:11][CH2:12][CH2:13][CH2:14][CH2:15][C:16]1[CH:21]=[CH:20][CH:19]=[CH:18][CH:17]=1)([C:4]([CH3:7])([CH3:6])[CH3:5])([CH3:3])[CH3:2].Cl.CN(C)C[C:32](O)=[O:33].C([O-])([O-])=O.[Cs+].[Cs+]. The product is [Si:1]([O:8][CH:9]([C:22]1[O:23][CH:24]=[C:25]([O:33][CH3:32])[N:26]=1)[CH2:10][CH2:11][CH2:12][CH2:13][CH2:14][CH2:15][C:16]1[CH:21]=[CH:20][CH:19]=[CH:18][CH:17]=1)([C:4]([CH3:7])([CH3:6])[CH3:5])([CH3:3])[CH3:2]. The catalyst is CO.CCOC(C)=O.[Cu]I. The yield is 0.390. (5) The reactants are [CH2:1]([C:5]1[C:9](/[CH:10]=[CH:11]/[C:12]2[S:13][C:14]([C:18]([OH:20])=O)=[C:15]([CH3:17])[N:16]=2)=[C:8]([CH3:21])[O:7][N:6]=1)[CH2:2][CH2:3][CH3:4].C([O-])(=O)C([O-])=O.[CH2:28]1[C:31]2([CH2:34][NH2+:33][CH2:32]2)[CH2:30][O:29]1.[CH2:28]1[C:31]2([CH2:34][NH2+:33][CH2:32]2)[CH2:30][O:29]1. No catalyst specified. The product is [CH2:1]([C:5]1[C:9](/[CH:10]=[CH:11]/[C:12]2[S:13][C:14]([C:18]([N:33]3[CH2:34][C:31]4([CH2:28][O:29][CH2:30]4)[CH2:32]3)=[O:20])=[C:15]([CH3:17])[N:16]=2)=[C:8]([CH3:21])[O:7][N:6]=1)[CH2:2][CH2:3][CH3:4]. The yield is 0.510. (6) The reactants are Cl.[CH:2]1([N:5]2[CH2:10][CH2:9][C:8]([S:14]([C:17]3[CH:22]=[CH:21][C:20]([C:23]4[CH:28]=[CH:27][C:26]([O:29][C:30]([F:35])([F:34])[CH:31]([F:33])[F:32])=[CH:25][CH:24]=4)=[CH:19][CH:18]=3)(=[O:16])=[O:15])([C:11](O)=[O:12])[CH2:7][CH2:6]2)[CH2:4][CH2:3]1.C(N(CC)CC)C.F[B-](F)(F)F.N1(OC(N(C)C)=[N+](C)C)C2C=CC=CC=2N=N1.[O:65]1[CH2:70][CH2:69][CH2:68][CH2:67][CH:66]1[O:71][NH2:72]. The catalyst is CN(C)C=O.C(OCC)(=O)C. The product is [CH:2]1([N:5]2[CH2:10][CH2:9][C:8]([S:14]([C:17]3[CH:18]=[CH:19][C:20]([C:23]4[CH:28]=[CH:27][C:26]([O:29][C:30]([F:34])([F:35])[CH:31]([F:32])[F:33])=[CH:25][CH:24]=4)=[CH:21][CH:22]=3)(=[O:15])=[O:16])([C:11]([NH:72][O:71][CH:66]3[CH2:67][CH2:68][CH2:69][CH2:70][O:65]3)=[O:12])[CH2:7][CH2:6]2)[CH2:4][CH2:3]1. The yield is 0.830.